Dataset: Catalyst prediction with 721,799 reactions and 888 catalyst types from USPTO. Task: Predict which catalyst facilitates the given reaction. (1) Reactant: [CH2:1]([C:17]1([CH3:34])[CH2:26][CH2:25][C:24]2[C:19](=[C:20]([CH3:33])[C:21]([CH3:32])=[C:22]([O:28][CH2:29][CH2:30][OH:31])[C:23]=2[CH3:27])[O:18]1)[CH2:2][CH2:3][CH2:4][CH2:5][CH2:6][CH2:7][CH2:8][CH2:9][CH2:10][CH2:11][CH2:12][CH2:13][CH2:14][CH2:15][CH3:16].[C:35](=O)([O:44]N1C(=O)CCC1=O)[O:36][N:37]1[C:41](=[O:42])[CH2:40][CH2:39][C:38]1=[O:43].C(N(CC)CC)C.C(#N)C. Product: [CH2:1]([C:17]1([CH3:34])[CH2:26][CH2:25][C:24]2[C:19](=[C:20]([CH3:33])[C:21]([CH3:32])=[C:22]([O:28][CH2:29][CH2:30][O:31][C:35](=[O:44])[O:36][N:37]3[C:41](=[O:42])[CH2:40][CH2:39][C:38]3=[O:43])[C:23]=2[CH3:27])[O:18]1)[CH2:2][CH2:3][CH2:4][CH2:5][CH2:6][CH2:7][CH2:8][CH2:9][CH2:10][CH2:11][CH2:12][CH2:13][CH2:14][CH2:15][CH3:16]. The catalyst class is: 4. (2) Reactant: [CH2:1]([N:8]1[CH2:13][CH2:12][CH:11](/[CH:14]=[C:15]2/[C:16](=[O:32])[C:17]3[C:22]([CH2:23]/2)=[CH:21][C:20]([N:24]2[CH2:29][CH2:28][O:27][CH2:26][CH2:25]2)=[C:19]([O:30][CH3:31])[CH:18]=3)[CH2:10][CH2:9]1)[C:2]1[CH:7]=[CH:6][CH:5]=[CH:4][CH:3]=1. Product: [CH2:1]([N:8]1[CH2:9][CH2:10][CH:11]([CH2:14][CH:15]2[CH2:23][C:22]3[C:17](=[CH:18][C:19]([O:30][CH3:31])=[C:20]([N:24]4[CH2:29][CH2:28][O:27][CH2:26][CH2:25]4)[CH:21]=3)[C:16]2=[O:32])[CH2:12][CH2:13]1)[C:2]1[CH:7]=[CH:6][CH:5]=[CH:4][CH:3]=1. The catalyst class is: 19.